This data is from Reaction yield outcomes from USPTO patents with 853,638 reactions. The task is: Predict the reaction yield, written as a fraction of the theoretical maximum amount of product (1.0 means a 100% yield; for example, 0.34 means a 34% yield). (1) The reactants are [C:1]([C:3]1[CH:21]=[CH:20][C:6]([CH2:7][CH:8]([CH2:18][OH:19])[CH2:9][CH2:10][CH2:11][CH2:12][C:13]([O:15][CH2:16][CH3:17])=[O:14])=[CH:5][CH:4]=1)#[N:2].[Cr](Cl)([O-])(=O)=O.[NH+]1C=CC=CC=1. The catalyst is ClCCl. The product is [C:1]([C:3]1[CH:4]=[CH:5][C:6]([CH2:7][CH:8]([CH:18]=[O:19])[CH2:9][CH2:10][CH2:11][CH2:12][C:13]([O:15][CH2:16][CH3:17])=[O:14])=[CH:20][CH:21]=1)#[N:2]. The yield is 0.890. (2) The reactants are Cl.[F:2][C:3]1[CH:4]=[C:5]([N:10]2[C:14]([CH2:15][NH2:16])=[CH:13][C:12]([C:17]([F:20])([F:19])[F:18])=[N:11]2)[CH:6]=[CH:7][C:8]=1[F:9].C(N(CC)CC)C.[OH:28][CH2:29][CH2:30][NH:31][C:32]1[N:37]=[CH:36][C:35]([NH:38][C:39](=O)[O:40]C2C=CC=CC=2)=[CH:34][CH:33]=1. The catalyst is O1CCCC1. The product is [F:2][C:3]1[CH:4]=[C:5]([N:10]2[C:14]([CH2:15][NH:16][C:39]([NH:38][C:35]3[CH:36]=[N:37][C:32]([NH:31][CH2:30][CH2:29][OH:28])=[CH:33][CH:34]=3)=[O:40])=[CH:13][C:12]([C:17]([F:20])([F:18])[F:19])=[N:11]2)[CH:6]=[CH:7][C:8]=1[F:9]. The yield is 0.590. (3) The reactants are [CH3:1][C@@H:2]1[N:8]([CH:9]2[CH2:12][O:11][CH2:10]2)[CH2:7][C:6]2[CH:13]=[CH:14][C:15]([C:17]([O:19]C)=O)=[CH:16][C:5]=2[O:4][CH2:3]1.[NH2:21][OH:22].[OH-].[Na+]. The catalyst is C1COCC1.CO. The product is [OH:22][NH:21][C:17]([C:15]1[CH:14]=[CH:13][C:6]2[CH2:7][N:8]([CH:9]3[CH2:12][O:11][CH2:10]3)[C@@H:2]([CH3:1])[CH2:3][O:4][C:5]=2[CH:16]=1)=[O:19]. The yield is 0.530. (4) The reactants are [CH:1]12[NH:7][CH:4]([CH2:5][CH2:6]1)[CH2:3][CH:2]2[C:8]([O:10][CH2:11][CH3:12])=[O:9].C(N(CC)CC)C.Cl[C:21]([O:23][CH2:24][C:25]1[CH:30]=[CH:29][CH:28]=[CH:27][CH:26]=1)=[O:22].C(OCC)(=O)C.CCCCCC. The catalyst is ClCCl. The product is [CH:1]12[N:7]([C:21]([O:23][CH2:24][C:25]3[CH:30]=[CH:29][CH:28]=[CH:27][CH:26]=3)=[O:22])[CH:4]([CH2:5][CH2:6]1)[CH2:3][CH:2]2[C:8]([O:10][CH2:11][CH3:12])=[O:9]. The yield is 0.580. (5) The reactants are [OH:1][CH2:2][CH2:3][CH2:4][O:5][C:6](=[O:9])[CH:7]=[CH2:8].[CH3:10][O:11][C:12](=[O:16])[C:13]([CH3:15])=[CH2:14].CC(N=NC(C#N)(C)C)(C#N)C. The catalyst is C1COCC1. The product is [OH:1][CH2:2][CH2:3][CH2:4][O:5][C:6](=[O:9])[CH:7]=[CH2:8].[CH3:10][O:11][C:12](=[O:16])[C:13]([CH3:15])=[CH2:14]. The yield is 0.820.